Predict which catalyst facilitates the given reaction. From a dataset of Catalyst prediction with 721,799 reactions and 888 catalyst types from USPTO. (1) Reactant: [CH3:1][C:2]1[N:7]=[C:6]([C:8]2[C:13]([C:14]3[CH:15]=[CH:16][C:17]4[N:18](C(C#N)=[CH:21][N:22]=4)[CH:19]=3)=[CH:12][CH:11]=[CH:10][N:9]=2)[CH:5]=[CH:4][CH:3]=1.[Li+].[OH-:26].Cl.[O:28]1[CH2:33][CH2:32]OCC1. Product: [CH3:1][C:2]1[N:7]=[C:6]([C:8]2[C:13]([C:14]3[CH:15]=[CH:16][C:17]4[N:18]([C:32]([C:33]([OH:28])=[O:26])=[CH:21][N:22]=4)[CH:19]=3)=[CH:12][CH:11]=[CH:10][N:9]=2)[CH:5]=[CH:4][CH:3]=1. The catalyst class is: 6. (2) Reactant: [CH2:1]([NH:6][C:7]([NH2:9])=[O:8])[CH2:2][CH2:3][CH2:4][CH3:5].[C:10]([CH2:12][C:13](O)=[O:14])#[N:11].C(OC(=O)C)(=O)C. Product: [C:10]([CH2:12][C:13]([NH:9][C:7]([NH:6][CH2:1][CH2:2][CH2:3][CH2:4][CH3:5])=[O:8])=[O:14])#[N:11]. The catalyst class is: 28.